The task is: Regression. Given a peptide amino acid sequence and an MHC pseudo amino acid sequence, predict their binding affinity value. This is MHC class I binding data.. This data is from Peptide-MHC class I binding affinity with 185,985 pairs from IEDB/IMGT. (1) The MHC is HLA-A02:06 with pseudo-sequence HLA-A02:06. The peptide sequence is AILLVAVSFV. The binding affinity (normalized) is 0.620. (2) The peptide sequence is TLFIGSHVV. The MHC is HLA-B40:02 with pseudo-sequence HLA-B40:02. The binding affinity (normalized) is 0.210. (3) The peptide sequence is TEDQGHFPL. The MHC is HLA-A02:19 with pseudo-sequence HLA-A02:19. The binding affinity (normalized) is 0.0847. (4) The peptide sequence is DRFGLAESLL. The MHC is Mamu-B08 with pseudo-sequence Mamu-B08. The binding affinity (normalized) is 0.149. (5) The peptide sequence is LLDSIKMIY. The MHC is HLA-A03:01 with pseudo-sequence HLA-A03:01. The binding affinity (normalized) is 0.218. (6) The peptide sequence is IVNTTYDFL. The MHC is HLA-A02:06 with pseudo-sequence HLA-A02:06. The binding affinity (normalized) is 0.260.